This data is from CYP2D6 inhibition data for predicting drug metabolism from PubChem BioAssay. The task is: Regression/Classification. Given a drug SMILES string, predict its absorption, distribution, metabolism, or excretion properties. Task type varies by dataset: regression for continuous measurements (e.g., permeability, clearance, half-life) or binary classification for categorical outcomes (e.g., BBB penetration, CYP inhibition). Dataset: cyp2d6_veith. (1) The compound is CCC/C=C(\CCC)C(NC(=O)Oc1ccc(F)cc1)c1ccc(C(=O)OC)cc1. The result is 0 (non-inhibitor). (2) The molecule is CCn1nc(C(=O)Nc2ccccc2C)c(Cl)c1Cl. The result is 0 (non-inhibitor). (3) The molecule is O=C1N=C(N2CCOCC2)S/C1=C\C=C/c1ccccc1. The result is 0 (non-inhibitor).